Dataset: Clinical trial toxicity outcomes and FDA approval status for drugs. Task: Regression/Classification. Given a drug SMILES string, predict its toxicity properties. Task type varies by dataset: regression for continuous values (e.g., LD50, hERG inhibition percentage) or binary classification for toxic/non-toxic outcomes (e.g., AMES mutagenicity, cardiotoxicity, hepatotoxicity). Dataset: clintox. (1) The molecule is CCCCCc1cc(O)c2c(c1)OC(C)(C)[C@@H]1CCC(C)=C[C@@H]21. The result is 0 (passed clinical trial). (2) The compound is Nc1nc2ccc(OC(F)(F)F)cc2s1. The result is 0 (passed clinical trial). (3) The drug is CCC1(CC)C(=O)NC(=O)N(C)C1=O. The result is 0 (passed clinical trial). (4) The compound is CN(Cc1cnc2nc(N)nc(N)c2n1)c1ccc(C(=O)N[C@@H](CCC(=O)O)C(=O)O)cc1. The result is 1 (failed clinical trial for toxicity). (5) The drug is CCOC(=O)C1(c2ccccc2)CC[NH+](CCc2ccc(N)cc2)CC1. The result is 0 (passed clinical trial).